From a dataset of Reaction yield outcomes from USPTO patents with 853,638 reactions. Predict the reaction yield, written as a fraction of the theoretical maximum amount of product (1.0 means a 100% yield; for example, 0.34 means a 34% yield). (1) The reactants are C([O:3][C:4](=O)[C@@H:5]([N:7]([CH:21]([CH3:23])[CH3:22])[C:8]1[C:17]([N+:18]([O-])=O)=[CH:16][C:11]([C:12]([O:14][CH3:15])=[O:13])=[CH:10][N:9]=1)[CH3:6])C.P(OC1C=CC=CC=1)(OC1C=CC=CC=1)OC1C=CC=CC=1. The catalyst is ClCCl.[NH4+].[O-][V](=O)=O.[Pt]. The product is [CH:21]([N:7]1[C@@H:5]([CH3:6])[C:4](=[O:3])[NH:18][C:17]2[CH:16]=[C:11]([C:12]([O:14][CH3:15])=[O:13])[CH:10]=[N:9][C:8]1=2)([CH3:23])[CH3:22]. The yield is 0.940. (2) The reactants are [F:1][C:2]1[CH:3]=[CH:4][C:5]([OH:24])=[C:6]([C:8]2(O)[C:16]3[C:11](=[CH:12][CH:13]=[CH:14][CH:15]=3)[N:10]([CH2:17][CH2:18][CH2:19][CH2:20][CH3:21])[C:9]2=[O:22])[CH:7]=1.FC(F)(F)C(O)=O.C([SiH](CC)CC)C. The catalyst is ClCCl. The product is [F:1][C:2]1[CH:3]=[CH:4][C:5]([OH:24])=[C:6]([CH:8]2[C:16]3[C:11](=[CH:12][CH:13]=[CH:14][CH:15]=3)[N:10]([CH2:17][CH2:18][CH2:19][CH2:20][CH3:21])[C:9]2=[O:22])[CH:7]=1. The yield is 0.910. (3) The reactants are C(N(CC)C(C)C)(C)C.[CH3:10][C:11]1[C:15]([CH3:16])=[C:14]([NH:17][S:18]([C:21]2[CH:25]=[CH:24][S:23][CH:22]=2)(=[O:20])=[O:19])[O:13][N:12]=1.[CH3:26][Si:27]([CH3:34])([CH3:33])[CH2:28][CH2:29][O:30][CH2:31]Cl. The catalyst is C(Cl)Cl. The product is [CH3:26][Si:27]([CH3:34])([CH3:33])[CH2:28][CH2:29][O:30][CH2:31][C:22]1[S:23][CH:24]=[CH:25][C:21]=1[S:18]([NH:17][C:14]1[O:13][N:12]=[C:11]([CH3:10])[C:15]=1[CH3:16])(=[O:19])=[O:20]. The yield is 0.710. (4) The reactants are [CH3:1][N:2]1[CH2:7][CH2:6][NH:5][CH2:4][CH2:3]1.C([Li])CCC.Br[C:14]1[N:19]2[CH:20]=[C:21]([CH:23]=[O:24])[N:22]=[C:18]2[CH:17]=[CH:16][CH:15]=1.C(O)(=O)C(O)=O. The catalyst is O1CCCC1.C(O)(C)C. The product is [CH3:1][N:2]1[CH2:7][CH2:6][N:5]([C:14]2[N:19]3[CH:20]=[C:21]([CH:23]=[O:24])[N:22]=[C:18]3[CH:17]=[CH:16][CH:15]=2)[CH2:4][CH2:3]1. The yield is 0.540. (5) The reactants are [C:1]([C:3]12[CH2:11][CH:8]3[CH2:9][CH:10]1[CH:6]([CH:7]3[O:12][C:13](=[O:17])[C:14]([CH3:16])=[CH2:15])[O:5][C:4]2=[O:18])#[N:2].Cl.[OH2:20]. No catalyst specified. The product is [C:1]([C:3]12[CH2:11][CH:8]3[CH2:9][CH:10]1[CH:6]([CH:7]3[O:12][C:13](=[O:17])[C:14]([CH3:16])=[CH2:15])[O:5][C:4]2=[O:18])(=[O:20])[NH2:2]. The yield is 0.320. (6) The reactants are [CH3:1][N:2]1[C:11]2[C:6](=[CH:7][CH:8]=[CH:9][CH:10]=2)[N:5]=[C:4]([C:12]([OH:14])=[O:13])[C:3]1=[O:15].C(Cl)(=O)C(Cl)=O.[C:22]1(=O)[CH2:27][CH2:26][CH2:25][C:24](=[O:28])[CH2:23]1.C(N(CC)CC)C. The catalyst is ClCCl.CN(C)C=O. The product is [CH3:1][N:2]1[C:11]2[C:6](=[CH:7][CH:8]=[CH:9][CH:10]=2)[N:5]=[C:4]([C:12]([O:14][C:22]2[CH2:27][CH2:26][CH2:25][C:24](=[O:28])[CH:23]=2)=[O:13])[C:3]1=[O:15]. The yield is 0.940. (7) The reactants are [NH2:1][C:2]1[CH:7]=[N:6][C:5]([C:8]#[N:9])=[CH:4][N:3]=1.CC(C)([O-])C.[Na+].[CH3:16][O:17][C:18]1[CH:35]=[CH:34][C:21]([CH2:22][NH:23][C:24]2[C:29]([N+:30]([O-:32])=[O:31])=[CH:28][N:27]=[C:26](Br)[CH:25]=2)=[CH:20][CH:19]=1.CC1C=CC(S(O)(=O)=O)=CC=1. The catalyst is C([O-])(=O)C.[Pd+2].C([O-])(=O)C.CN(C=O)C.C1(C)C=CC=CC=1. The product is [CH3:16][O:17][C:18]1[CH:19]=[CH:20][C:21]([CH2:22][NH:23][C:24]2[C:29]([N+:30]([O-:32])=[O:31])=[CH:28][N:27]=[C:26]([NH:1][C:2]3[N:3]=[CH:4][C:5]([C:8]#[N:9])=[N:6][CH:7]=3)[CH:25]=2)=[CH:34][CH:35]=1. The yield is 0.730.